Dataset: Forward reaction prediction with 1.9M reactions from USPTO patents (1976-2016). Task: Predict the product of the given reaction. (1) Given the reactants Br[C:2]1[CH:7]=[CH:6][C:5]([S:8][CH3:9])=[CH:4][CH:3]=1.[CH2:10]([Li])CCC.Cl[P:16]([C:23]1[CH:28]=[CH:27][CH:26]=[CH:25][CH:24]=1)[C:17]1[CH:22]=[CH:21][CH:20]=[CH:19][CH:18]=1, predict the reaction product. The product is: [C:17]1([P:16]([C:23]2[CH:28]=[CH:27][CH:26]=[CH:25][CH:24]=2)[CH2:10][C:2]2[CH:7]=[CH:6][C:5]([S:8][CH3:9])=[CH:4][CH:3]=2)[CH:22]=[CH:21][CH:20]=[CH:19][CH:18]=1. (2) Given the reactants C(NC(C)C)(C)C.[Li].[C:9]1([CH2:15][C:16]([O:18][CH3:19])=[O:17])[CH:14]=[CH:13][CH:12]=[CH:11][CH:10]=1.Br[CH2:21][CH:22]1[CH2:25][CH2:24][CH2:23]1.[Li+].[I-], predict the reaction product. The product is: [CH:22]1([CH2:21][CH:15]([C:9]2[CH:14]=[CH:13][CH:12]=[CH:11][CH:10]=2)[C:16]([O:18][CH3:19])=[O:17])[CH2:25][CH2:24][CH2:23]1.